This data is from Full USPTO retrosynthesis dataset with 1.9M reactions from patents (1976-2016). The task is: Predict the reactants needed to synthesize the given product. The reactants are: [C:1]1(=[O:8])[O:7][C:5](=[O:6])[CH:4]=[C:2]1[CH3:3].C(Cl)(Cl)Cl.C[Si]([N:17]=[N+]=[N-])(C)C. Given the product [CH3:3][C:2]1[NH:17][C:1](=[O:8])[O:7][C:5](=[O:6])[CH:4]=1, predict the reactants needed to synthesize it.